Dataset: Catalyst prediction with 721,799 reactions and 888 catalyst types from USPTO. Task: Predict which catalyst facilitates the given reaction. (1) Reactant: [C:1]([O:5][C:6]([N:8]1[CH2:12][C@@:11]([F:14])([CH3:13])[CH2:10][C@H:9]1[C:15]([OH:17])=O)=[O:7])([CH3:4])([CH3:3])[CH3:2].[NH2:18][C@@H:19]([C:23]1[CH:28]=[CH:27][CH:26]=[C:25]([Cl:29])[C:24]=1[F:30])[CH2:20][CH2:21][OH:22]. Product: [C:1]([O:5][C:6]([N:8]1[CH2:12][C@@:11]([F:14])([CH3:13])[CH2:10][C@H:9]1[C:15](=[O:17])[NH:18][C@@H:19]([C:23]1[CH:28]=[CH:27][CH:26]=[C:25]([Cl:29])[C:24]=1[F:30])[CH2:20][CH2:21][OH:22])=[O:7])([CH3:2])([CH3:3])[CH3:4]. The catalyst class is: 25. (2) Product: [F:46][C:47]1[CH:48]=[C:49]([CH:93]=[CH:94][CH:95]=1)[CH2:50][N:51]1[C:55]([CH3:56])=[C:54]([C:57]2[C:65]3[C:60](=[N:61][CH:62]=[C:63]([C:66]4[CH:67]=[CH:68][C:69]([N:72]5[CH2:77][CH2:76][N:75]([CH2:78][C@@H:79]([OH:81])[CH3:80])[CH2:74][CH2:73]5)=[N:70][CH:71]=4)[CH:64]=3)[NH:59][CH:58]=2)[C:53]([CH3:92])=[N:52]1. Reactant: Cl.FC1C=C(C=CC=1)CN1C=C(C2C3C(=NC=C(C4C=CC(C5CCNCC5)=CC=4)C=3)N(S(C3C=CC(C)=CC=3)(=O)=O)C=2)C=N1.[F:46][C:47]1[CH:48]=[C:49]([CH:93]=[CH:94][CH:95]=1)[CH2:50][N:51]1[C:55]([CH3:56])=[C:54]([C:57]2[C:65]3[C:60](=[N:61][CH:62]=[C:63]([C:66]4[CH:67]=[CH:68][C:69]([N:72]5[CH2:77][CH2:76][N:75]([CH2:78][C@@H:79]([OH:81])[CH3:80])[CH2:74][CH2:73]5)=[N:70][CH:71]=4)[CH:64]=3)[N:59](S(C3C=CC(C)=CC=3)(=O)=O)[CH:58]=2)[C:53]([CH3:92])=[N:52]1.[OH-].[Li+]. The catalyst class is: 87. (3) Reactant: C(OC([N:8]1[CH2:13][C@@H:12]([N:14]([C:19]([C:21]2[C:22]([NH:31][CH2:32][CH2:33][CH2:34][O:35][CH3:36])=[N:23][C:24]([C:27]([CH3:30])([CH3:29])[CH3:28])=[N:25][CH:26]=2)=[O:20])[CH2:15][CH:16]([CH3:18])[CH3:17])[CH2:11][C@@H:10]([C:37](O)=[O:38])[CH2:9]1)=O)(C)(C)C.CCN=C=N[CH2:45][CH2:46][CH2:47]N(C)C.Cl.[CH:52]1C=CC2N(O)N=NC=2C=1.C(N(C(C)C)CC)(C)C.[CH3:71][N:72]1[CH2:77][CH2:76][NH:75][CH2:74][CH2:73]1.[C:78](=[O:81])([O-])[OH:79].[Na+]. Product: [C:27]([C:24]1[N:23]=[C:22]([NH:31][CH2:32][CH2:33][CH2:34][O:35][CH3:36])[C:21]([C:19]([N:14]([CH2:15][CH:16]([CH3:17])[CH3:18])[C@H:12]2[CH2:11][C@@H:10]([C:37]([N:75]3[CH2:76][CH2:77][N:72]([CH3:71])[CH2:73][CH2:74]3)=[O:38])[CH2:9][N:8]([C:78]([O:79][C:46]([CH3:47])([CH3:52])[CH3:45])=[O:81])[CH2:13]2)=[O:20])=[CH:26][N:25]=1)([CH3:30])([CH3:29])[CH3:28]. The catalyst class is: 3.